From a dataset of Reaction yield outcomes from USPTO patents with 853,638 reactions. Predict the reaction yield, written as a fraction of the theoretical maximum amount of product (1.0 means a 100% yield; for example, 0.34 means a 34% yield). (1) The reactants are [CH3:1][C:2]1[CH:6]=[CH:5][S:4][C:3]=1[C:7]([OH:9])=O.[N+:10]([CH3:13])([O-:12])=[O:11].C(P(=O)(OCC)OCC)#N.C(N(CC)CC)C. The catalyst is CN(C=O)C.C1(C)C=CC=CC=1.C(OCC)(=O)C. The product is [CH3:1][C:2]1[CH:6]=[CH:5][S:4][C:3]=1[C:7]([CH2:13][N+:10]([O-:12])=[O:11])=[O:9]. The yield is 0.190. (2) The reactants are [NH2:1][C:2]1[CH:7]=[CH:6][CH:5]=[C:4]([CH3:8])[CH:3]=1.[CH2:9](I)[CH:10]([CH3:12])[CH3:11].[C:14](=O)([O-])[O-].[K+].[K+].CN1[CH2:25][CH2:24][CH2:23]C1=O. The catalyst is C1(C)C=CC=CC=1. The product is [CH2:9]([N:1]([CH2:14][CH:24]([CH3:23])[CH3:25])[C:2]1[CH:7]=[CH:6][CH:5]=[C:4]([CH3:8])[CH:3]=1)[CH:10]([CH3:12])[CH3:11]. The yield is 0.640. (3) The reactants are [CH:1]1([N:7]([CH:18]2[CH2:23][CH2:22][CH2:21][CH2:20][CH2:19]2)[C:8]([NH:10][C:11]2[S:12][CH:13]=[C:14]([CH:16]=O)[N:15]=2)=[O:9])[CH2:6][CH2:5][CH2:4][CH2:3][CH2:2]1.[NH:24]1[CH2:29][CH2:28][O:27][CH2:26][CH2:25]1.C(O[BH-](OC(=O)C)OC(=O)C)(=O)C.[Na+]. No catalyst specified. The product is [CH:18]1([N:7]([CH:1]2[CH2:6][CH2:5][CH2:4][CH2:3][CH2:2]2)[C:8]([NH:10][C:11]2[S:12][CH:13]=[C:14]([CH2:16][N:24]3[CH2:29][CH2:28][O:27][CH2:26][CH2:25]3)[N:15]=2)=[O:9])[CH2:19][CH2:20][CH2:21][CH2:22][CH2:23]1. The yield is 0.300. (4) The reactants are C(Cl)(=O)C(Cl)=O.CS(C)=O.[CH3:11][O:12][C:13]1[CH:14]=[C:15]([CH2:30][C:31]([N:33]2[CH2:37][CH2:36][CH2:35][CH:34]2[CH2:38]O)=[O:32])[CH:16]=[CH:17][C:18]=1[NH:19][C:20]([NH:22][C:23]1[CH:28]=[CH:27][CH:26]=[CH:25][C:24]=1[CH3:29])=[O:21].C(N(CC)CC)C.[NH2:47][C@@H:48]1[CH2:53][CH2:52][C@H:51]([C:54]([O:56][CH2:57][C:58]2[CH:63]=[CH:62][CH:61]=[CH:60][CH:59]=2)=[O:55])[CH2:50][CH2:49]1.[BH-](OC(C)=O)(OC(C)=O)OC(C)=O.[Na+]. The catalyst is C(Cl)Cl.ClCCCl.CC(O)=O.O. The product is [CH3:11][O:12][C:13]1[CH:14]=[C:15]([CH2:30][C:31]([N:33]2[CH2:37][CH2:36][CH2:35][CH:34]2[CH2:38][NH:47][C@@H:48]2[CH2:53][CH2:52][C@H:51]([C:54]([O:56][CH2:57][C:58]3[CH:59]=[CH:60][CH:61]=[CH:62][CH:63]=3)=[O:55])[CH2:50][CH2:49]2)=[O:32])[CH:16]=[CH:17][C:18]=1[NH:19][C:20]([NH:22][C:23]1[CH:28]=[CH:27][CH:26]=[CH:25][C:24]=1[CH3:29])=[O:21]. The yield is 0.830. (5) The reactants are [Cl:1][C:2]1[CH:19]=[CH:18][C:5]2[C:6](=[CH:15][CH2:16][OH:17])[C:7]3[CH:14]=[CH:13][CH:12]=[CH:11][C:8]=3[CH2:9][CH2:10][C:4]=2[CH:3]=1.[H-].[Na+].S(OC)(O[CH3:26])(=O)=O. No catalyst specified. The product is [Cl:1][C:2]1[CH:19]=[CH:18][C:5]2[C:6](=[CH:15][CH2:16][O:17][CH3:26])[C:7]3[CH:14]=[CH:13][CH:12]=[CH:11][C:8]=3[CH2:9][CH2:10][C:4]=2[CH:3]=1. The yield is 0.820. (6) The reactants are C1(C(C2C=CC=CC=2)[N:8]2[CH2:11][C:10]([CH2:20][NH:21][CH:22]([CH3:24])[CH3:23])([NH:12]CC3C=CC=CC=3)[CH2:9]2)C=CC=CC=1.[ClH:31].O1CCOCC1. The catalyst is CO.[OH-].[Pd+2].[OH-]. The product is [ClH:31].[CH3:23][CH:22]([NH:21][CH2:20][C:10]1([NH2:12])[CH2:11][NH:8][CH2:9]1)[CH3:24]. The yield is 0.810. (7) The reactants are [CH:1]1([CH2:6][C@H:7]([CH2:18][N:19]([CH:28]=[O:29])[O:20][CH2:21][C:22]2[CH:27]=[CH:26][CH:25]=[CH:24][CH:23]=2)[C:8]([N:10]2[C@H:14]([C:15](O)=[O:16])[CH2:13][CH:12]=[N:11]2)=[O:9])[CH2:5][CH2:4][CH2:3][CH2:2]1.CN1CCOCC1.COC1N=C(OC)N=C([N+]2(C)CCOCC2)N=1.[N+:54]1([O-:61])[C:55]([NH2:60])=[CH:56][CH:57]=[CH:58][CH:59]=1. The catalyst is C(#N)C. The product is [CH:1]1([CH2:6][C@H:7]([CH2:18][N:19]([CH:28]=[O:29])[O:20][CH2:21][C:22]2[CH:27]=[CH:26][CH:25]=[CH:24][CH:23]=2)[C:8]([N:10]2[C@H:14]([C:15]([NH:60][C:55]3[CH:56]=[CH:57][CH:58]=[CH:59][N+:54]=3[O-:61])=[O:16])[CH2:13][CH:12]=[N:11]2)=[O:9])[CH2:5][CH2:4][CH2:3][CH2:2]1. The yield is 0.620. (8) The reactants are [CH2:1]([CH:3]([C:6]1[C:11]2[N:12]([CH3:16])[C:13](=[O:15])[NH:14][C:10]=2[CH:9]=[CH:8][CH:7]=1)[CH2:4][CH3:5])[CH3:2].[Cl:17]N1C(=O)CCC1=O. The catalyst is C(Cl)(Cl)(Cl)Cl.N(C(C)(C)C#N)=NC(C)(C)C#N. The product is [Cl:17][C:9]1[C:10]2[NH:14][C:13](=[O:15])[N:12]([CH3:16])[C:11]=2[C:6]([CH:3]([CH2:4][CH3:5])[CH2:1][CH3:2])=[CH:7][CH:8]=1. The yield is 0.680.